Dataset: Catalyst prediction with 721,799 reactions and 888 catalyst types from USPTO. Task: Predict which catalyst facilitates the given reaction. Reactant: C[O:2][C:3](=O)[C:4]1[CH:9]=[C:8]([O:10][CH2:11][O:12][CH3:13])[CH:7]=[C:6]([O:14][CH2:15][O:16][CH3:17])[CH:5]=1.[H-].[H-].[H-].[H-].[Li+].[Al+3]. Product: [CH3:13][O:12][CH2:11][O:10][C:8]1[CH:9]=[C:4]([CH2:3][OH:2])[CH:5]=[C:6]([O:14][CH2:15][O:16][CH3:17])[CH:7]=1. The catalyst class is: 28.